From a dataset of Full USPTO retrosynthesis dataset with 1.9M reactions from patents (1976-2016). Predict the reactants needed to synthesize the given product. (1) Given the product [Cl:14][C:15]1[N:24]=[C:23]([N:6]2[CH2:7][CH2:8][CH2:9][C@@H:4]([NH2:3])[CH2:5]2)[C:22]2[CH2:21][CH2:20][CH2:19][CH2:18][C:17]=2[N:16]=1, predict the reactants needed to synthesize it. The reactants are: Cl.Cl.[NH2:3][C@@H:4]1[CH2:9][CH2:8][CH2:7][NH:6][CH2:5]1.C(Cl)(Cl)Cl.[Cl:14][C:15]1[N:24]=[C:23](Cl)[C:22]2[CH2:21][CH2:20][CH2:19][CH2:18][C:17]=2[N:16]=1.C(N(C(C)C)CC)(C)C. (2) Given the product [ClH:1].[Cl:1][C:2]1[CH:3]=[C:4]([NH:9][C:10]2[C:19]3[C:14](=[CH:15][C:16]([O:22][CH2:23][C:24]4[S:25][C:26]5[CH2:27][N:28]([CH2:33][CH3:34])[CH2:29][CH2:30][C:31]=5[N:32]=4)=[C:17]([O:20][CH3:21])[CH:18]=3)[N:13]=[CH:12][N:11]=2)[CH:5]=[CH:6][C:7]=1[Cl:8], predict the reactants needed to synthesize it. The reactants are: [Cl:1][C:2]1[CH:3]=[C:4]([NH:9][C:10]2[C:19]3[C:14](=[CH:15][C:16]([O:22][CH2:23][C:24]4[S:25][C:26]5[CH2:27][NH:28][CH2:29][CH2:30][C:31]=5[N:32]=4)=[C:17]([O:20][CH3:21])[CH:18]=3)[N:13]=[CH:12][N:11]=2)[CH:5]=[CH:6][C:7]=1[Cl:8].[CH:33](=O)[CH3:34].[BH3-]C#N.[Na+].CO.C(OCC)(=O)C. (3) Given the product [CH3:11][C:12]1([CH3:19])[O:16][C@H:15]([CH2:17][O:10][C:7]2[CH:6]=[CH:5][C:4]([N+:1]([O-:3])=[O:2])=[CH:9][N:8]=2)[CH2:14][O:13]1, predict the reactants needed to synthesize it. The reactants are: [N+:1]([C:4]1[CH:5]=[CH:6][C:7](=[O:10])[NH:8][CH:9]=1)([O-:3])=[O:2].[CH3:11][C:12]1([CH3:19])[O:16][C@H:15]([CH2:17]O)[CH2:14][O:13]1.C1(P(C2C=CC=CC=2)C2C=CC=CC=2)C=CC=CC=1.N(C(OC(C)C)=O)=NC(OC(C)C)=O. (4) Given the product [Br:19][C:17]1[CH:16]=[CH:15][C:10]([C:11]([O:13][CH3:14])=[O:12])=[C:9]([NH:8][C:24]2[CH:25]=[CH:26][C:21]([F:20])=[CH:22][CH:23]=2)[CH:18]=1, predict the reactants needed to synthesize it. The reactants are: C1(C)C=CC=CC=1.[NH2:8][C:9]1[CH:18]=[C:17]([Br:19])[CH:16]=[CH:15][C:10]=1[C:11]([O:13][CH3:14])=[O:12].[F:20][C:21]1[CH:26]=[CH:25][C:24](I)=[CH:23][CH:22]=1.C(=O)([O-])[O-].[Cs+].[Cs+].